From a dataset of Catalyst prediction with 721,799 reactions and 888 catalyst types from USPTO. Predict which catalyst facilitates the given reaction. (1) Reactant: [O:1]=[C:2]1[C:7]([C:8]2[CH:17]=[CH:16][C:11]([C:12]([O:14][CH3:15])=[O:13])=[CH:10][CH:9]=2)=[CH:6][CH:5]=[CH:4][NH:3]1.C(=O)([O-])[O-].[Na+].[Na+].Cl.Cl[CH2:26][CH2:27][N:28]([CH3:30])[CH3:29].C(=O)([O-])[O-].[K+].[K+]. Product: [CH3:29][N:28]([CH3:30])[CH2:27][CH2:26][N:3]1[CH:4]=[CH:5][CH:6]=[C:7]([C:8]2[CH:17]=[CH:16][C:11]([C:12]([O:14][CH3:15])=[O:13])=[CH:10][CH:9]=2)[C:2]1=[O:1]. The catalyst class is: 9. (2) Reactant: Cl[C:2]1[N:10]([C:11]2[CH:16]=[CH:15][CH:14]=[CH:13][C:12]=2[CH:17]=[O:18])[C:9]2[C:8](=[O:19])[N:7]([CH2:20][O:21][C:22](=[O:27])[C:23]([CH3:26])([CH3:25])[CH3:24])[C:6](=[O:28])[N:5]([CH2:29][O:30][C:31](=[O:36])[C:32]([CH3:35])([CH3:34])[CH3:33])[C:4]=2[N:3]=1.[C:37]([O:41][C:42]([N:44]1[CH2:49][CH2:48][NH:47][CH2:46][CH2:45]1)=[O:43])([CH3:40])([CH3:39])[CH3:38]. Product: [C:37]([O:41][C:42]([N:44]1[CH2:49][CH2:48][N:47]([C:2]2[N:10]([C:11]3[CH:16]=[CH:15][CH:14]=[CH:13][C:12]=3[CH:17]=[O:18])[C:9]3[C:8](=[O:19])[N:7]([CH2:20][O:21][C:22](=[O:27])[C:23]([CH3:24])([CH3:26])[CH3:25])[C:6](=[O:28])[N:5]([CH2:29][O:30][C:31](=[O:36])[C:32]([CH3:35])([CH3:34])[CH3:33])[C:4]=3[N:3]=2)[CH2:46][CH2:45]1)=[O:43])([CH3:40])([CH3:38])[CH3:39]. The catalyst class is: 22. (3) Reactant: [CH2:1]([O:19][C@H:20]1[C@H:24]([O:25][CH2:26][CH2:27][CH2:28][CH2:29][CH2:30][CH2:31][CH2:32][CH2:33]/[CH:34]=[CH:35]\[CH2:36]/[CH:37]=[CH:38]\[CH2:39][CH2:40][CH2:41][CH2:42][CH3:43])[CH2:23][N:22]([CH2:44][CH2:45][C:46]([OH:48])=O)[CH2:21]1)[CH2:2][CH2:3][CH2:4][CH2:5][CH2:6][CH2:7][CH2:8]/[CH:9]=[CH:10]\[CH2:11]/[CH:12]=[CH:13]\[CH2:14][CH2:15][CH2:16][CH2:17][CH3:18].F[P-](F)(F)(F)(F)F.N1(OC(N(C)C)=[N+](C)C)[C:60]2[N:61]=[CH:62]C=CC=2N=N1.CNC.C1COCC1.C(N(C(C)C)CC)(C)C. Product: [CH2:1]([O:19][C@H:20]1[C@H:24]([O:25][CH2:26][CH2:27][CH2:28][CH2:29][CH2:30][CH2:31][CH2:32][CH2:33]/[CH:34]=[CH:35]\[CH2:36]/[CH:37]=[CH:38]\[CH2:39][CH2:40][CH2:41][CH2:42][CH3:43])[CH2:23][N:22]([CH2:44][CH2:45][C:46]([N:61]([CH3:62])[CH3:60])=[O:48])[CH2:21]1)[CH2:2][CH2:3][CH2:4][CH2:5][CH2:6][CH2:7][CH2:8]/[CH:9]=[CH:10]\[CH2:11]/[CH:12]=[CH:13]\[CH2:14][CH2:15][CH2:16][CH2:17][CH3:18]. The catalyst class is: 22. (4) The catalyst class is: 77. Product: [CH:11]1([N:8]2[C:9]3[CH:10]=[C:2]([C:34]4[CH:35]=[CH:36][C:31]([CH2:30][OH:29])=[CH:32][CH:33]=4)[CH:3]=[C:4]([C:16]([NH:18][CH2:19][C:20]4[C:21](=[O:28])[NH:22][C:23]([CH3:27])=[CH:24][C:25]=4[CH3:26])=[O:17])[C:5]=3[CH:6]=[N:7]2)[CH2:15][CH2:14][CH2:13][CH2:12]1. Reactant: Br[C:2]1[CH:3]=[C:4]([C:16]([NH:18][CH2:19][C:20]2[C:21](=[O:28])[NH:22][C:23]([CH3:27])=[CH:24][C:25]=2[CH3:26])=[O:17])[C:5]2[CH:6]=[N:7][N:8]([CH:11]3[CH2:15][CH2:14][CH2:13][CH2:12]3)[C:9]=2[CH:10]=1.[OH:29][CH2:30][C:31]1[CH:36]=[CH:35][C:34](B(O)O)=[CH:33][CH:32]=1.C([O-])([O-])=O.[Na+].[Na+].C(Cl)Cl. (5) Reactant: [C:1]([O:5][C:6]([N:8]1[CH2:13][CH2:12][N:11]([C:14]([C:16]2[C:17]3[C:34]([CH3:35])=[N:33][N:32]([CH:36]4[CH2:41][CH2:40][CH2:39][CH2:38][O:37]4)[C:18]=3[N:19]=[C:20]([C:22]3[CH:27]=[CH:26][C:25]([O:28][CH2:29][O:30][CH3:31])=[CH:24][CH:23]=3)[CH:21]=2)=O)[C@H:10]([CH2:42][C:43]([F:46])([F:45])[F:44])[CH2:9]1)=[O:7])([CH3:4])([CH3:3])[CH3:2].B.CSC. Product: [C:1]([O:5][C:6]([N:8]1[CH2:13][CH2:12][N:11]([CH2:14][C:16]2[CH:21]=[C:20]([C:22]3[CH:27]=[CH:26][C:25]([O:28][CH2:29][O:30][CH3:31])=[CH:24][CH:23]=3)[N:19]=[C:18]3[N:32]([CH:36]4[CH2:41][CH2:40][CH2:39][CH2:38][O:37]4)[N:33]=[C:34]([CH3:35])[C:17]=23)[C@H:10]([CH2:42][C:43]([F:44])([F:45])[F:46])[CH2:9]1)=[O:7])([CH3:4])([CH3:2])[CH3:3]. The catalyst class is: 1. (6) Reactant: Br[C:2]1[CH:3]=[CH:4][C:5]2[N:13]3[C:14]([CH3:17])=[N:15][N:16]=[C:12]3[C:9]3([CH2:11][CH2:10]3)[CH2:8][NH:7][C:6]=2[CH:18]=1. Product: [CH3:17][C:14]1[N:13]2[C:5]3[CH:4]=[CH:3][CH:2]=[CH:18][C:6]=3[NH:7][CH2:8][C:9]3([CH2:10][CH2:11]3)[C:12]2=[N:16][N:15]=1. The catalyst class is: 43.